This data is from Full USPTO retrosynthesis dataset with 1.9M reactions from patents (1976-2016). The task is: Predict the reactants needed to synthesize the given product. (1) Given the product [OH:21][C:17]1[CH:16]=[C:15]([C:5]2[N:6]=[C:7]3[C:2]([NH:1][C:67](=[O:66])[N:8]3[CH:9]3[CH2:14][CH2:13][O:12][CH2:11][CH2:10]3)=[C:3]([C:39]([NH2:43])=[O:40])[N:4]=2)[CH:20]=[CH:19][CH:18]=1, predict the reactants needed to synthesize it. The reactants are: [NH2:1][C:2]1[C:3]([C:39](OC)=[O:40])=[N:4][C:5]([C:15]2[CH:20]=[CH:19][CH:18]=[C:17]([O:21][Si](C(C)(C)C)(C3C=CC=CC=3)C3C=CC=CC=3)[CH:16]=2)=[N:6][C:7]=1[NH:8][CH:9]1[CH2:14][CH2:13][O:12][CH2:11][CH2:10]1.[NH2:43]C1C(C(OC)=O)=NC(Cl)=NC=1NC1CCOCC1.C([Si](C(C)C)(C(C)C)[O:66][C:67]1C=CC=C([Sn](C)(C)C)C=1)(C)C. (2) Given the product [CH2:1]([N:4]1[C:12]([C:13]2[CH:18]=[CH:17][C:16]([OH:19])=[CH:15][C:14]=2[CH3:21])=[C:11]2[C:6]([C:7]([C:22]([F:25])([F:24])[F:23])=[CH:8][CH:9]=[CH:10]2)=[N:5]1)[CH:2]=[CH2:3], predict the reactants needed to synthesize it. The reactants are: [CH2:1]([N:4]1[C:12]([C:13]2[CH:18]=[CH:17][C:16]([O:19]C)=[CH:15][C:14]=2[CH3:21])=[C:11]2[C:6]([C:7]([C:22]([F:25])([F:24])[F:23])=[CH:8][CH:9]=[CH:10]2)=[N:5]1)[CH:2]=[CH2:3].B(Br)(Br)Br.C1CCCCC=1. (3) The reactants are: [OH:1][C:2]1[CH:9]=[CH:8][C:5]([CH:6]=[O:7])=[CH:4][CH:3]=1.C(=O)([O-])[O-].[K+].[K+].[CH2-:16][C:17]([CH3:19])=[O:18].Cl[CH2:21][C@@H:22]([OH:25])[CH2:23]O.O. Given the product [CH3:16][C:17]1([CH3:19])[O:25][C@H:22]([CH2:23][O:1][C:2]2[CH:9]=[CH:8][C:5]([CH:6]=[O:7])=[CH:4][CH:3]=2)[CH2:21][O:18]1, predict the reactants needed to synthesize it. (4) Given the product [OH:16][C:13]1([C:17]2[S:21][C:20]([CH:22]([CH3:24])[CH3:23])=[N:19][CH:18]=2)[CH2:12][CH2:11][CH:10]([N:7]2[CH2:8][CH2:9][C@@H:5]([NH:4][C:29](=[O:30])[CH2:28][CH2:27][C:26](=[O:25])[C:32]3[CH:37]=[CH:36][CH:35]=[C:34]([C:38]([F:41])([F:39])[F:40])[CH:33]=3)[CH2:6]2)[CH2:15][CH2:14]1, predict the reactants needed to synthesize it. The reactants are: Cl.Cl.Cl.[NH2:4][C@@H:5]1[CH2:9][CH2:8][N:7]([CH:10]2[CH2:15][CH2:14][C:13]([C:17]3[S:21][C:20]([CH:22]([CH3:24])[CH3:23])=[N:19][CH:18]=3)([OH:16])[CH2:12][CH2:11]2)[CH2:6]1.[O:25]=[C:26]([C:32]1[CH:37]=[CH:36][CH:35]=[C:34]([C:38]([F:41])([F:40])[F:39])[CH:33]=1)[CH2:27][CH2:28][C:29](O)=[O:30].CCN(CC)CC.F[P-](F)(F)(F)(F)F.N1(O[P+](N(C)C)(N(C)C)N(C)C)C2C=CC=CC=2N=N1. (5) Given the product [CH2:35]([N:3]([CH2:1][CH3:2])[CH2:4]/[CH:5]=[CH:6]\[C:7]1[CH:12]=[C:11]([F:13])[CH:10]=[CH:9][C:8]=1[S:14]([NH:17][C:18]1[C:30]([C:31]([OH:33])=[O:32])=[C:22]2[O:23][CH2:24][C:25]3[N:26]([CH:27]=[CH:28][CH:29]=3)[C:21]2=[CH:20][CH:19]=1)(=[O:15])=[O:16])[CH3:36], predict the reactants needed to synthesize it. The reactants are: [CH2:1]([N:3]([CH2:35][CH3:36])[CH2:4]/[CH:5]=[CH:6]\[C:7]1[CH:12]=[C:11]([F:13])[CH:10]=[CH:9][C:8]=1[S:14]([NH:17][C:18]1[C:30]([C:31]([O:33]C)=[O:32])=[C:22]2[O:23][CH2:24][C:25]3[N:26]([CH:27]=[CH:28][CH:29]=3)[C:21]2=[CH:20][CH:19]=1)(=[O:16])=[O:15])[CH3:2].O.[OH-].[Li+].C(O)=O.